Task: Predict the product of the given reaction.. Dataset: Forward reaction prediction with 1.9M reactions from USPTO patents (1976-2016) (1) Given the reactants [NH2:1][C:2]1[S:3][C:4]2[CH2:15][CH2:14][CH2:13][CH2:12][C:5]=2[C:6]=1[C:7]([O:9]CC)=O.Cl.[CH3:17][C:18]#[N:19], predict the reaction product. The product is: [CH3:17][C:18]1[NH:19][C:7](=[O:9])[C:6]2[C:5]3[CH2:12][CH2:13][CH2:14][CH2:15][C:4]=3[S:3][C:2]=2[N:1]=1. (2) Given the reactants [NH:1]1[CH:5]=[C:4]([C:6]2[N:11]=[CH:10][C:9]3[CH:12]=[N:13][N:14]([C:15]4[N:20]=[C:19]([N:21]5[CH2:27][CH2:26][CH2:25][N:24](C(OC(C)(C)C)=O)[CH2:23][CH2:22]5)[CH:18]=[CH:17][CH:16]=4)[C:8]=3[CH:7]=2)[CH:3]=[N:2]1.Br[CH2:36][CH2:37][F:38], predict the reaction product. The product is: [N:21]1([C:19]2[N:20]=[C:15]([N:14]3[C:8]4[CH:7]=[C:6]([C:4]5[CH:5]=[N:1][N:2]([CH2:36][CH2:37][F:38])[CH:3]=5)[N:11]=[CH:10][C:9]=4[CH:12]=[N:13]3)[CH:16]=[CH:17][CH:18]=2)[CH2:27][CH2:26][CH2:25][NH:24][CH2:23][CH2:22]1. (3) Given the reactants [Br:1][C:2]1[CH:7]=[CH:6][C:5]([O:8][CH2:9][C:10]2[CH:19]=[CH:18][C:17]3[C:12](=[CH:13][CH:14]=[CH:15][CH:16]=3)[CH:11]=2)=[CH:4][C:3]=1N.[N+:21]([O:24][N+]([O-])=O)([O-])=[O:22].[NH4+].[Cl-].[In], predict the reaction product. The product is: [Br:1][C:2]1[CH:7]=[CH:6][C:5]([O:8][CH2:9][C:10]2[CH:19]=[CH:18][C:17]3[C:12](=[CH:13][CH:14]=[CH:15][CH:16]=3)[CH:11]=2)=[CH:4][C:3]=1[N+:21]([O-:24])=[O:22]. (4) Given the reactants C(O)(=O)C.[O:5]=[CH:6][C@@H:7]([C@H:9]([C@H:11]([CH2:13][OH:14])[OH:12])[OH:10])[OH:8].C[O-].[Na+].CO, predict the reaction product. The product is: [O:5]=[CH:6][C@@H:7]([C@H:9]([C@H:11]([CH2:13][OH:14])[OH:12])[OH:10])[OH:8]. (5) Given the reactants C([NH:5][C:6]([NH:8][C:9]1([CH2:38][CH2:39][CH:40]([CH3:42])[CH3:41])[C:18]2[C:13](=[CH:14][CH:15]=[CH:16][CH:17]=2)[C:12]([OH:19])=[C:11]([C:20]2[NH:25][C:24]3[CH:26]=[CH:27][C:28]([NH:30][S:31]([CH3:34])(=[O:33])=[O:32])=[CH:29][C:23]=3[S:22](=[O:36])(=[O:35])[N:21]=2)[C:10]1=[O:37])=[O:7])(C)(C)C.FC(F)(F)C(O)=O, predict the reaction product. The product is: [NH2:5][C:6]([NH:8][C:9]1([CH2:38][CH2:39][CH:40]([CH3:42])[CH3:41])[C:18]2[C:13](=[CH:14][CH:15]=[CH:16][CH:17]=2)[C:12]([OH:19])=[C:11]([C:20]2[NH:25][C:24]3[CH:26]=[CH:27][C:28]([NH:30][S:31]([CH3:34])(=[O:32])=[O:33])=[CH:29][C:23]=3[S:22](=[O:36])(=[O:35])[N:21]=2)[C:10]1=[O:37])=[O:7]. (6) Given the reactants [Cl:1][C:2]1[CH:3]=[CH:4][C:5]2[N:9]=[C:8]([C:10]3[N:11]=[N:12][C:13]([N:16]4[CH2:21][CH2:20][NH:19][CH2:18][CH2:17]4)=[CH:14][CH:15]=3)[NH:7][C:6]=2[CH:22]=1.[F:23][C:24]([F:35])([F:34])[C:25]1[CH:33]=[CH:32][CH:31]=[CH:30][C:26]=1[C:27](Cl)=[O:28], predict the reaction product. The product is: [Cl:1][C:2]1[CH:3]=[CH:4][C:5]2[N:9]=[C:8]([C:10]3[N:11]=[N:12][C:13]([N:16]4[CH2:17][CH2:18][N:19]([C:27]([C:26]5[CH:30]=[CH:31][CH:32]=[CH:33][C:25]=5[C:24]([F:23])([F:34])[F:35])=[O:28])[CH2:20][CH2:21]4)=[CH:14][CH:15]=3)[NH:7][C:6]=2[CH:22]=1.